From a dataset of Catalyst prediction with 721,799 reactions and 888 catalyst types from USPTO. Predict which catalyst facilitates the given reaction. (1) Reactant: Cl[C:2]1[N:7]=[C:6]([C:8]2[C:16]3[C:11](=[CH:12][CH:13]=[CH:14][CH:15]=3)[N:10]([S:17]([C:20]3[CH:25]=[CH:24][CH:23]=[CH:22][CH:21]=3)(=[O:19])=[O:18])[CH:9]=2)[C:5]([Cl:26])=[CH:4][N:3]=1.[NH2:27][C@@H:28]1[CH2:33][CH2:32][CH2:31][C@H:30]([NH:34][C:35](=[O:44])[O:36][CH2:37][C:38]2[CH:43]=[CH:42][CH:41]=[CH:40][CH:39]=2)[CH2:29]1.C(N(C(C)C)CC)(C)C. Product: [Cl:26][C:5]1[C:6]([C:8]2[C:16]3[C:11](=[CH:12][CH:13]=[CH:14][CH:15]=3)[N:10]([S:17]([C:20]3[CH:25]=[CH:24][CH:23]=[CH:22][CH:21]=3)(=[O:19])=[O:18])[CH:9]=2)=[N:7][C:2]([NH:27][C@@H:28]2[CH2:33][CH2:32][CH2:31][C@H:30]([NH:34][C:35](=[O:44])[O:36][CH2:37][C:38]3[CH:43]=[CH:42][CH:41]=[CH:40][CH:39]=3)[CH2:29]2)=[N:3][CH:4]=1. The catalyst class is: 296. (2) The catalyst class is: 194. Reactant: [CH3:1][O:2][C:3](=[O:10])[CH2:4][C:5]([CH2:7][O:8][CH3:9])=[O:6].CO[CH:13](OC)[N:14]([CH3:16])[CH3:15]. Product: [CH3:13][N:14]([CH:16]=[C:4]([C:5](=[O:6])[CH2:7][O:8][CH3:9])[C:3]([O:2][CH3:1])=[O:10])[CH3:15]. (3) Reactant: [NH2:1][C:2]1[CH:3]=[CH:4][C:5]([C:8]#[N:9])=[N:6][CH:7]=1.C(N(CC)CC)C.[Cl:17][CH:18]([C:22]1[CH:27]=[CH:26][CH:25]=[CH:24][CH:23]=1)[C:19](Cl)=[O:20]. Product: [Cl:17][CH:18]([C:22]1[CH:27]=[CH:26][CH:25]=[CH:24][CH:23]=1)[C:19]([NH:1][C:2]1[CH:7]=[N:6][C:5]([C:8]#[N:9])=[CH:4][CH:3]=1)=[O:20]. The catalyst class is: 526. (4) Reactant: [Cl:1][C:2]1[CH:10]=[C:9]2[C:5](/[C:6](=[CH:12]/[C:13]3[CH:18]=[CH:17][CH:16]=[C:15]([Cl:19])[CH:14]=3)/[C:7](=[O:11])[NH:8]2)=[CH:4][CH:3]=1.Cl[C:21]([O:23][CH2:24][CH3:25])=[O:22].C(N(CC)CC)C.Cl. Product: [CH2:24]([O:23][C:21]([N:8]1[C:9]2[C:5](=[CH:4][CH:3]=[C:2]([Cl:1])[CH:10]=2)/[C:6](=[CH:12]/[C:13]2[CH:18]=[CH:17][CH:16]=[C:15]([Cl:19])[CH:14]=2)/[C:7]1=[O:11])=[O:22])[CH3:25]. The catalyst class is: 4. (5) Reactant: [O:1]=[C:2]1[N:6]([C:7]2[CH:8]=[CH:9][C:10]3[CH2:16][C:15](=[O:17])[CH2:14][CH2:13][CH2:12][C:11]=3[CH:18]=2)[CH2:5][C@H:4]([CH2:19][NH:20][C:21](=[O:23])[CH3:22])[O:3]1.[Li+].C[Si]([N-][Si](C)(C)C)(C)C.[O:34]1[C:38]([C:39](Cl)=[O:40])=[CH:37][CH:36]=[N:35]1.[Cl-].[NH4+]. Product: [O:34]1[C:38]([C:39]([CH:16]2[C:10]3[CH:9]=[CH:8][C:7]([N:6]4[CH2:5][C@H:4]([CH2:19][NH:20][C:21](=[O:23])[CH3:22])[O:3][C:2]4=[O:1])=[CH:18][C:11]=3[CH2:12][CH2:13][CH2:14][C:15]2=[O:17])=[O:40])=[CH:37][CH:36]=[N:35]1. The catalyst class is: 1. (6) Reactant: [CH3:1][O:2][C:3]1[CH:8]=[CH:7][C:6]([CH:9]([C:11]2[CH:16]=[CH:15][CH:14]=[CH:13][C:12]=2[O:17][CH3:18])[OH:10])=[CH:5][CH:4]=1.CC(OI1(OC(C)=O)(OC(C)=O)OC(=O)C2C=CC=CC1=2)=O.[O-]S([O-])=O.[Na+].[Na+].C([O-])(O)=O.[Na+]. Product: [CH3:1][O:2][C:3]1[CH:4]=[CH:5][C:6]([C:9]([C:11]2[CH:16]=[CH:15][CH:14]=[CH:13][C:12]=2[O:17][CH3:18])=[O:10])=[CH:7][CH:8]=1. The catalyst class is: 4. (7) Reactant: NC(N)=S.Br[CH2:6][C:7]#[C:8][CH3:9].C[S:11]([C:14]1[CH2:18][C:17]([CH3:20])([CH3:19])[O:16][N:15]=1)(=O)=O.C(=O)([O-])[O-].[K+].[K+]. Product: [CH2:6]([S:11][C:14]1[CH2:18][C:17]([CH3:20])([CH3:19])[O:16][N:15]=1)[C:7]#[C:8][CH3:9]. The catalyst class is: 8. (8) Reactant: [Cl:1][C:2]1[CH:10]=[CH:9][C:8]([C:11]2[N:12]([C:22]([O:24][C:25]([CH3:28])([CH3:27])[CH3:26])=[O:23])[C:13]3[C:18]([CH:19]=2)=[CH:17][C:16]([CH:20]=O)=[CH:15][CH:14]=3)=[C:7]2[C:3]=1[CH2:4][NH:5][C:6]2=[O:29].[S:30]1[CH:34]=[CH:33][CH:32]=[C:31]1[CH2:35][CH2:36][NH2:37].C(O[BH-](OC(=O)C)OC(=O)C)(=O)C.[Na+]. Product: [Cl:1][C:2]1[CH:10]=[CH:9][C:8]([C:11]2[N:12]([C:22]([O:24][C:25]([CH3:26])([CH3:28])[CH3:27])=[O:23])[C:13]3[C:18]([CH:19]=2)=[CH:17][C:16]([CH2:20][NH:37][CH2:36][CH2:35][C:31]2[S:30][CH:34]=[CH:33][CH:32]=2)=[CH:15][CH:14]=3)=[C:7]2[C:3]=1[CH2:4][NH:5][C:6]2=[O:29]. The catalyst class is: 4. (9) Reactant: [O:1]1[CH2:5][CH2:4][CH2:3][CH2:2]1.[CH2:6]([OH:10])[CH:7]([CH3:9])[CH3:8].[H-].[Na+].[Br:13][C:14]1[N:31]([CH2:32][O:33][CH2:34][CH2:35][Si:36]([CH3:39])([CH3:38])[CH3:37])[C:17]2[CH:18]=[N:19][N:20]([CH2:23][O:24][CH2:25][CH2:26][Si:27]([CH3:30])([CH3:29])[CH3:28])C(=O)C=2C=1CBr. Product: [Br:13][C:14]1[N:31]([CH2:32][O:33][CH2:34][CH2:35][Si:36]([CH3:39])([CH3:38])[CH3:37])[C:17]2[CH:18]=[N:19][N:20]([CH2:23][O:24][CH2:25][CH2:26][Si:27]([CH3:28])([CH3:29])[CH3:30])[C:5](=[O:1])[C:4]=2[C:3]=1[CH2:2][O:10][CH2:6][CH:7]([CH3:9])[CH3:8]. The catalyst class is: 6. (10) Reactant: [Cl:1][C:2]1[CH:3]=[C:4]2[C:9](=[CH:10][CH:11]=1)[N:8]([CH2:12][C:13]([F:16])([F:15])[F:14])[C:7](=[O:17])[CH:6]=[C:5]2O.[H-].[Na+].FC(F)(F)S(N(C1C=CC=CC=1)S(C(F)(F)F)(=O)=O)(=O)=O.N1C2C(=CC=CC=2)C=CC1=O.[CH2:53]([O:55][C:56]([N:58]1[CH2:63][CH2:62][CH:61]([NH2:64])[CH2:60][CH2:59]1)=[O:57])[CH3:54]. Product: [CH2:53]([O:55][C:56]([N:58]1[CH2:59][CH2:60][CH:61]([NH:64][C:5]2[C:4]3[C:9](=[CH:10][CH:11]=[C:2]([Cl:1])[CH:3]=3)[N:8]([CH2:12][C:13]([F:16])([F:15])[F:14])[C:7](=[O:17])[CH:6]=2)[CH2:62][CH2:63]1)=[O:57])[CH3:54]. The catalyst class is: 10.